From a dataset of Catalyst prediction with 721,799 reactions and 888 catalyst types from USPTO. Predict which catalyst facilitates the given reaction. Reactant: [Cl:1][C:2]1[N:3]=[C:4]([C:9]([NH:11][C:12]2[CH:17]=[CH:16][C:15]([C:18]3[O:19][C:20]([CH3:27])=[C:21]([C:23]([O:25]C)=[O:24])[N:22]=3)=[CH:14][C:13]=2[O:28][CH3:29])=[O:10])[NH:5][C:6]=1[CH2:7][CH3:8].[OH-].[Li+].CO. Product: [Cl:1][C:2]1[N:3]=[C:4]([C:9]([NH:11][C:12]2[CH:17]=[CH:16][C:15]([C:18]3[O:19][C:20]([CH3:27])=[C:21]([C:23]([OH:25])=[O:24])[N:22]=3)=[CH:14][C:13]=2[O:28][CH3:29])=[O:10])[NH:5][C:6]=1[CH2:7][CH3:8]. The catalyst class is: 7.